Dataset: Forward reaction prediction with 1.9M reactions from USPTO patents (1976-2016). Task: Predict the product of the given reaction. Given the reactants [Cl:1][C:2]1[C:3](=[O:14])[O:4][C:5]2[C:10]([C:11]=1[CH3:12])=[CH:9][CH:8]=[C:7]([OH:13])[CH:6]=2.C(=O)([O-])[O-].[K+].[K+].C(N(CC)CC)C.[C:28](Cl)(=O)[CH2:29][CH2:30][CH2:31][CH2:32][CH2:33][CH2:34][CH2:28][CH2:29][CH2:30][CH2:31][CH2:32][CH2:33][CH2:34]CC, predict the reaction product. The product is: [C:3]([OH:4])(=[O:14])[CH2:2][CH2:11][CH2:10][CH2:5][CH2:6][CH2:7][CH2:8][CH2:9][CH2:28][CH2:29][CH2:30][CH2:31][CH2:32][CH2:33][CH3:34].[Cl:1][C:2]1[C:3](=[O:14])[O:4][C:5]2[C:10]([C:11]=1[CH3:12])=[CH:9][CH:8]=[C:7]([OH:13])[CH:6]=2.